From a dataset of Full USPTO retrosynthesis dataset with 1.9M reactions from patents (1976-2016). Predict the reactants needed to synthesize the given product. (1) Given the product [CH3:35][CH:33]([CH3:34])[C:32]([NH:31][C:27]1[CH:28]=[CH:29][CH:30]=[C:25]([CH:22]2[CH2:23][CH2:24][N:19]([CH2:18][C:14]3[CH:13]=[C:12]4[C:17](=[CH:16][CH:15]=3)[N:9]([C:2]3[CH:7]=[CH:6][C:5]([CH3:8])=[CH:4][CH:3]=3)[CH:10]=[CH:11]4)[CH2:20][CH2:21]2)[CH:26]=1)=[O:36], predict the reactants needed to synthesize it. The reactants are: I[C:2]1[CH:7]=[CH:6][C:5]([CH3:8])=[CH:4][CH:3]=1.[NH:9]1[C:17]2[C:12](=[CH:13][C:14]([CH2:18][N:19]3[CH2:24][CH2:23][CH:22]([C:25]4[CH:26]=[C:27]([NH:31][C:32](=[O:36])[CH:33]([CH3:35])[CH3:34])[CH:28]=[CH:29][CH:30]=4)[CH2:21][CH2:20]3)=[CH:15][CH:16]=2)[CH:11]=[CH:10]1. (2) The reactants are: [CH3:1][C@H:2]1[NH:7][CH2:6][CH2:5][N:4]([CH:8]2[CH2:13][CH2:12][CH2:11][CH2:10][CH:9]2[C:14]2[CH:19]=[CH:18][CH:17]=[CH:16][CH:15]=2)[CH2:3]1.Br[CH2:21][C:22]([O:24][C:25]([CH3:28])([CH3:27])[CH3:26])=[O:23].C(N(C(C)C)CC)(C)C. Given the product [CH3:1][C@@H:2]1[CH2:3][N:4]([CH:8]2[CH2:13][CH2:12][CH2:11][CH2:10][CH:9]2[C:14]2[CH:15]=[CH:16][CH:17]=[CH:18][CH:19]=2)[CH2:5][CH2:6][N:7]1[CH2:21][C:22]([O:24][C:25]([CH3:28])([CH3:27])[CH3:26])=[O:23], predict the reactants needed to synthesize it. (3) Given the product [CH2:1]([N:6]1[C:10](=[O:11])[CH:9]([CH2:12][C:13]([O:15][CH2:22][CH3:23])=[O:14])[S:8][CH:7]1[C:16]1[CH:21]=[CH:20][CH:19]=[CH:18][CH:17]=1)[CH2:2][CH:3]([CH3:5])[CH3:4], predict the reactants needed to synthesize it. The reactants are: [CH2:1]([N:6]1[C:10](=[O:11])[CH:9]([CH2:12][C:13]([OH:15])=[O:14])[S:8][CH:7]1[C:16]1[CH:21]=[CH:20][CH:19]=[CH:18][CH:17]=1)[CH2:2][CH:3]([CH3:5])[CH3:4].[CH3:22][CH2:23]O. (4) Given the product [N+:12]([C:3]1[CH:4]=[CH:5][CH:6]=[C:7]([C:8]([F:11])([F:10])[F:9])[C:2]=1[NH:15][CH2:16][C@@H:17]1[CH2:21][CH2:20][N:19]([C:22]([O:24][C:25]([CH3:28])([CH3:27])[CH3:26])=[O:23])[CH2:18]1)([O-:14])=[O:13], predict the reactants needed to synthesize it. The reactants are: F[C:2]1[C:7]([C:8]([F:11])([F:10])[F:9])=[CH:6][CH:5]=[CH:4][C:3]=1[N+:12]([O-:14])=[O:13].[NH2:15][CH2:16][C@@H:17]1[CH2:21][CH2:20][N:19]([C:22]([O:24][C:25]([CH3:28])([CH3:27])[CH3:26])=[O:23])[CH2:18]1.CCN(C(C)C)C(C)C.